Dataset: Reaction yield outcomes from USPTO patents with 853,638 reactions. Task: Predict the reaction yield, written as a fraction of the theoretical maximum amount of product (1.0 means a 100% yield; for example, 0.34 means a 34% yield). (1) The reactants are Cl[S:2]([C:5]1[CH:14]=[CH:13][C:12]2[NH:11][C:10](=[O:15])[C:9]3[NH:16][CH:17]=[C:18]([C:19]([OH:21])=[O:20])[C:8]=3[C:7]=2[CH:6]=1)(=[O:4])=[O:3].[N:22]1([C:28]2[CH:34]=[CH:33][C:31]([NH2:32])=[CH:30][CH:29]=2)[CH2:27][CH2:26][O:25][CH2:24][CH2:23]1. The yield is 0.250. The product is [N:22]1([C:28]2[CH:29]=[CH:30][C:31]([NH:32][S:2]([C:5]3[CH:14]=[CH:13][C:12]4[NH:11][C:10](=[O:15])[C:9]5[NH:16][CH:17]=[CH:18][C:8]=5[C:7]=4[CH:6]=3)(=[O:3])=[O:4])=[CH:33][CH:34]=2)[CH2:23][CH2:24][O:25][CH2:26][CH2:27]1.[CH2:18]([C:19]([O-:21])=[O:20])[CH3:17]. No catalyst specified. (2) The reactants are [CH3:1][C:2]1[CH:10]=[C:9]([Br:11])[CH:8]=[CH:7][C:3]=1[C:4]([OH:6])=[O:5].[CH2:12](O)[C:13]1[CH:18]=[CH:17][CH:16]=[CH:15][CH:14]=1.N1C=CC=CC=1. The catalyst is O=S(Cl)Cl. The product is [Br:11][C:9]1[CH:8]=[CH:7][C:3]([C:4]([O:6][CH2:12][C:13]2[CH:18]=[CH:17][CH:16]=[CH:15][CH:14]=2)=[O:5])=[C:2]([CH3:1])[CH:10]=1. The yield is 0.800. (3) The reactants are [NH:1]1[CH:5]=[CH:4][CH:3]=[C:2]1[C:6]([O:8][CH2:9][CH3:10])=[O:7].[C:11](Cl)(=[O:17])[CH2:12][CH2:13][CH2:14][CH2:15][CH3:16]. No catalyst specified. The product is [C:11]([C:4]1[CH:3]=[C:2]([C:6]([O:8][CH2:9][CH3:10])=[O:7])[NH:1][CH:5]=1)(=[O:17])[CH2:12][CH2:13][CH2:14][CH2:15][CH3:16]. The yield is 0.800. (4) The reactants are [C:1]([O:4][C:5]1[CH:15]=[CH:14][CH:13]=[CH:12][C:6]=1[C:7]([O:9][CH2:10]Cl)=[O:8])(=[O:3])[CH3:2].[N+:16]([O:19][CH2:20][CH2:21][CH2:22][CH2:23][CH2:24][C:25]([OH:27])=[O:26])([O-:18])=[O:17].CCN(CC)CC. The catalyst is CN(C=O)C.O. The product is [C:1]([O:4][C:5]1[CH:15]=[CH:14][CH:13]=[CH:12][C:6]=1[C:7]([O:9][CH2:10][O:27][C:25](=[O:26])[CH2:24][CH2:23][CH2:22][CH2:21][CH2:20][O:19][N+:16]([O-:18])=[O:17])=[O:8])(=[O:3])[CH3:2]. The yield is 0.170. (5) The reactants are [C:1]1([C@@H:7]2[CH2:11][O:10][C:9](=[O:12])[N:8]2[CH:13]2[CH2:18][CH2:17][NH:16][CH2:15][CH2:14]2)[CH:6]=[CH:5][CH:4]=[CH:3][CH:2]=1.[CH:19]([C:21]1[CH:22]=[CH:23][C:24]([O:28][C:29]2[CH:36]=[CH:35][C:32]([C:33]#[N:34])=[CH:31][CH:30]=2)=[N:25][C:26]=1[CH3:27])=O. No catalyst specified. The product is [CH3:27][C:26]1[N:25]=[C:24]([O:28][C:29]2[CH:36]=[CH:35][C:32]([C:33]#[N:34])=[CH:31][CH:30]=2)[CH:23]=[CH:22][C:21]=1[CH2:19][N:16]1[CH2:17][CH2:18][CH:13]([N:8]2[C@H:7]([C:1]3[CH:2]=[CH:3][CH:4]=[CH:5][CH:6]=3)[CH2:11][O:10][C:9]2=[O:12])[CH2:14][CH2:15]1. The yield is 0.650. (6) The reactants are F[C:2]1[N:7]2[CH:8]=[C:9]([CH2:11][N:12]([C@H:23]([C:25]3[CH:30]=[CH:29][C:28]([O:31][CH3:32])=[CH:27][CH:26]=3)[CH3:24])[C@@H:13]3[C:22]4[N:21]=[CH:20][CH:19]=[CH:18][C:17]=4[CH2:16][CH2:15][CH2:14]3)[N:10]=[C:6]2[CH:5]=[CH:4][CH:3]=1.[CH3:33][N:34]([CH3:40])[C@@H:35]1[CH2:39][CH2:38][NH:37][CH2:36]1. The catalyst is C(#N)C. The product is [CH3:33][N:34]([CH3:40])[C@@H:35]1[CH2:39][CH2:38][N:37]([C:2]2[N:7]3[CH:8]=[C:9]([CH2:11][N:12]([C@H:23]([C:25]4[CH:30]=[CH:29][C:28]([O:31][CH3:32])=[CH:27][CH:26]=4)[CH3:24])[C@@H:13]4[C:22]5[N:21]=[CH:20][CH:19]=[CH:18][C:17]=5[CH2:16][CH2:15][CH2:14]4)[N:10]=[C:6]3[CH:5]=[CH:4][CH:3]=2)[CH2:36]1. The yield is 0.860. (7) The reactants are [Cl:1][C:2]1[CH:7]=[C:6]([N+:8]([O-:10])=[O:9])[CH:5]=[CH:4][C:3]=1F.[Cl:12][C:13]1[CH:14]=[C:15]([OH:19])[CH:16]=[CH:17][CH:18]=1.C([O-])([O-])=O.[Cs+].[Cs+]. The catalyst is CN(C=O)C.C(#N)C. The product is [Cl:1][C:2]1[CH:7]=[C:6]([N+:8]([O-:10])=[O:9])[CH:5]=[CH:4][C:3]=1[O:19][C:15]1[CH:16]=[CH:17][CH:18]=[C:13]([Cl:12])[CH:14]=1. The yield is 1.00.